From a dataset of HIV replication inhibition screening data with 41,000+ compounds from the AIDS Antiviral Screen. Binary Classification. Given a drug SMILES string, predict its activity (active/inactive) in a high-throughput screening assay against a specified biological target. (1) The drug is O=C(OC1CN2CCC1CC2)C1(c2ccccc2)COc2ccccc21. The result is 0 (inactive). (2) The molecule is O=CCC12CC(=O)OC(C1)C(I)CC21OCCO1. The result is 0 (inactive). (3) The molecule is Cc1cc2c(c3oc(=O)cc(C)c13)C(OC(=O)C13CCC(C)(C(=O)O1)C3(C)C)C(OC(=O)C13CCC(C)(C(=O)O1)C3(C)C)C(C)(C)O2. The result is 1 (active).